Dataset: Reaction yield outcomes from USPTO patents with 853,638 reactions. Task: Predict the reaction yield, written as a fraction of the theoretical maximum amount of product (1.0 means a 100% yield; for example, 0.34 means a 34% yield). (1) The reactants are C(O)(=O)/C=C/C(O)=O.Cl.[NH2:10][C@:11]([CH3:34])([CH2:14][CH2:15][C:16]1[N:17]([CH3:33])[C:18]([C:21](=[O:32])[CH2:22][CH2:23][CH2:24][C:25]2[CH:30]=[CH:29][C:28]([CH3:31])=[CH:27][CH:26]=2)=[CH:19][CH:20]=1)[CH2:12][OH:13]. The catalyst is C(O)C. The product is [NH2:10][C@:11]([CH3:34])([CH2:14][CH2:15][C:16]1[N:17]([CH3:33])[C:18]([C:21](=[O:32])[CH2:22][CH2:23][CH2:24][C:25]2[CH:30]=[CH:29][C:28]([CH3:31])=[CH:27][CH:26]=2)=[CH:19][CH:20]=1)[CH2:12][OH:13]. The yield is 0.950. (2) The reactants are [Na].CS([C:6]1[N:10]=[C:9]([N:11]2[CH2:16][CH2:15][NH:14][CH2:13][CH2:12]2)[S:8][N:7]=1)(=O)=O.[CH2:17]([OH:19])C. No catalyst specified. The product is [CH3:17][O:19][C:6]1[N:10]=[C:9]([N:11]2[CH2:16][CH2:15][NH:14][CH2:13][CH2:12]2)[S:8][N:7]=1. The yield is 0.770. (3) The reactants are [Cl:1][C:2]1[CH:18]=[CH:17][C:5]2[CH2:6][CH2:7][N:8]([C:11](=[O:16])[C:12]([F:15])([F:14])[F:13])[CH2:9][CH2:10][C:4]=2[C:3]=1OS(C(F)(F)F)(=O)=O.[Cl:27][C:28]1[CH:35]=[CH:34][C:31]([CH2:32][NH2:33])=[CH:30][CH:29]=1. No catalyst specified. The product is [Cl:1][C:2]1[CH:18]=[CH:17][C:5]2[CH2:6][CH2:7][N:8]([C:11](=[O:16])[C:12]([F:15])([F:14])[F:13])[CH2:9][CH2:10][C:4]=2[C:3]=1[NH:33][CH2:32][C:31]1[CH:34]=[CH:35][C:28]([Cl:27])=[CH:29][CH:30]=1. The yield is 0.690. (4) The reactants are C([O:3][C:4]([C:6]1[N:7]=[C:8]([CH2:18][CH2:19][O:20][CH3:21])[S:9][C:10]=1[NH:11][C:12]1[CH:13]=[N:14][CH:15]=[CH:16][CH:17]=1)=[O:5])C.[OH-].[K+]. The catalyst is CO.O. The product is [CH3:21][O:20][CH2:19][CH2:18][C:8]1[S:9][C:10]([NH:11][C:12]2[CH:13]=[N:14][CH:15]=[CH:16][CH:17]=2)=[C:6]([C:4]([OH:5])=[O:3])[N:7]=1. The yield is 0.500. (5) The reactants are [CH2:1]([O:3][C:4](=[O:12])[C:5]1[CH:10]=[CH:9][C:8](F)=[CH:7][CH:6]=1)C.[NH:13]1[C:21]2[C:16](=[CH:17][CH:18]=[CH:19][CH:20]=2)[CH:15]=[CH:14]1.[F-].[K+].C1OCCOCCOCCOCCOCCOC1. The catalyst is CS(C)=O.C(OCC)(=O)C. The product is [CH3:1][O:3][C:4](=[O:12])[C:5]1[CH:10]=[CH:9][C:8]([N:13]2[C:21]3[C:16](=[CH:17][CH:18]=[CH:19][CH:20]=3)[CH:15]=[CH:14]2)=[CH:7][CH:6]=1. The yield is 0.200.